Dataset: NCI-60 drug combinations with 297,098 pairs across 59 cell lines. Task: Regression. Given two drug SMILES strings and cell line genomic features, predict the synergy score measuring deviation from expected non-interaction effect. (1) Drug 1: CS(=O)(=O)CCNCC1=CC=C(O1)C2=CC3=C(C=C2)N=CN=C3NC4=CC(=C(C=C4)OCC5=CC(=CC=C5)F)Cl. Drug 2: CCN(CC)CCNC(=O)C1=C(NC(=C1C)C=C2C3=C(C=CC(=C3)F)NC2=O)C. Cell line: OVCAR3. Synergy scores: CSS=2.91, Synergy_ZIP=0.428, Synergy_Bliss=0.843, Synergy_Loewe=-3.87, Synergy_HSA=-4.25. (2) Drug 1: C1CN1P(=S)(N2CC2)N3CC3. Drug 2: COCCOC1=C(C=C2C(=C1)C(=NC=N2)NC3=CC=CC(=C3)C#C)OCCOC.Cl. Cell line: SF-295. Synergy scores: CSS=21.9, Synergy_ZIP=-5.77, Synergy_Bliss=0.753, Synergy_Loewe=-0.820, Synergy_HSA=-0.389. (3) Drug 1: CCC1=CC2CC(C3=C(CN(C2)C1)C4=CC=CC=C4N3)(C5=C(C=C6C(=C5)C78CCN9C7C(C=CC9)(C(C(C8N6C)(C(=O)OC)O)OC(=O)C)CC)OC)C(=O)OC.C(C(C(=O)O)O)(C(=O)O)O. Drug 2: C1=NC2=C(N=C(N=C2N1C3C(C(C(O3)CO)O)O)F)N. Cell line: NCI-H322M. Synergy scores: CSS=6.31, Synergy_ZIP=2.13, Synergy_Bliss=3.36, Synergy_Loewe=-26.9, Synergy_HSA=1.93. (4) Drug 1: CC1=C(C=C(C=C1)NC(=O)C2=CC=C(C=C2)CN3CCN(CC3)C)NC4=NC=CC(=N4)C5=CN=CC=C5. Drug 2: CCCCCOC(=O)NC1=NC(=O)N(C=C1F)C2C(C(C(O2)C)O)O. Cell line: SF-268. Synergy scores: CSS=-3.72, Synergy_ZIP=1.37, Synergy_Bliss=-3.27, Synergy_Loewe=-6.90, Synergy_HSA=-6.99. (5) Drug 1: CC(C1=C(C=CC(=C1Cl)F)Cl)OC2=C(N=CC(=C2)C3=CN(N=C3)C4CCNCC4)N. Drug 2: COCCOC1=C(C=C2C(=C1)C(=NC=N2)NC3=CC=CC(=C3)C#C)OCCOC.Cl. Cell line: HL-60(TB). Synergy scores: CSS=21.7, Synergy_ZIP=6.74, Synergy_Bliss=8.75, Synergy_Loewe=-4.59, Synergy_HSA=3.95.